Dataset: Forward reaction prediction with 1.9M reactions from USPTO patents (1976-2016). Task: Predict the product of the given reaction. (1) Given the reactants [CH2:1]([NH:8][C:9]1[C:18]2[C:13](=[CH:14][CH:15]=[CH:16][CH:17]=2)[N:12]=[C:11](Cl)[N:10]=1)[C:2]1[CH:7]=[CH:6][CH:5]=[CH:4][CH:3]=1.C(=O)([O-])[O-].[K+].[K+].Cl.[CH3:27][O:28][C:29]1[CH:30]=[C:31]2[C:36](=[CH:37][C:38]=1[O:39][CH3:40])[CH2:35][NH:34][CH2:33][CH2:32]2.C([O-])(O)=O.[Na+], predict the reaction product. The product is: [CH2:1]([NH:8][C:9]1[C:18]2[C:13](=[CH:14][CH:15]=[CH:16][CH:17]=2)[N:12]=[C:11]([N:34]2[CH2:33][CH2:32][C:31]3[C:36](=[CH:37][C:38]([O:39][CH3:40])=[C:29]([O:28][CH3:27])[CH:30]=3)[CH2:35]2)[N:10]=1)[C:2]1[CH:7]=[CH:6][CH:5]=[CH:4][CH:3]=1. (2) Given the reactants C1(P(C2C=CC=CC=2)C2C=CC=CC=2)C=CC=CC=1.N(C(OCC)=O)=NC(OCC)=O.[OH:32][C:33]1[CH:34]=[C:35]2[C:40](=[CH:41][CH:42]=1)[CH:39]=[N:38][CH:37]=[CH:36]2.[CH3:43][N:44]1[CH:48]2[CH2:49][CH:50](O)[CH2:51][CH:45]1[CH2:46][CH2:47]2, predict the reaction product. The product is: [CH3:43][N:44]1[CH:48]2[CH2:47][CH2:46][CH:45]1[CH2:51][CH:50]([O:32][C:33]1[CH:34]=[C:35]3[C:40](=[CH:41][CH:42]=1)[CH:39]=[N:38][CH:37]=[CH:36]3)[CH2:49]2. (3) Given the reactants [C:1]1([P:7](Cl)([C:9]2[CH:14]=[CH:13][CH:12]=[CH:11][CH:10]=2)=[O:8])[CH:6]=[CH:5][CH:4]=[CH:3][CH:2]=1.Cl.Cl.N1[CH2:23][CH2:22][CH:21]([CH2:24][CH2:25][CH2:26][CH2:27][NH:28][C:29](=[O:38])[CH:30]=[CH:31][C:32]2[CH:33]=[N:34][CH:35]=[CH:36][CH:37]=2)CC1.C1(N)C(F)=C(F)C(F)=[C:41]([NH2:48])[C:40]=1F.Cl.Cl, predict the reaction product. The product is: [C:1]1([P:7]([C:9]2[CH:14]=[CH:13][CH:12]=[CH:11][CH:10]=2)([N:48]2[CH2:41][CH2:40][CH2:23][CH2:22][CH:21]2[CH2:24][CH2:25][CH2:26][CH2:27][NH:28][C:29](=[O:38])[CH:30]=[CH:31][C:32]2[CH:33]=[N:34][CH:35]=[CH:36][CH:37]=2)=[O:8])[CH:6]=[CH:5][CH:4]=[CH:3][CH:2]=1.